From a dataset of NCI-60 drug combinations with 297,098 pairs across 59 cell lines. Regression. Given two drug SMILES strings and cell line genomic features, predict the synergy score measuring deviation from expected non-interaction effect. (1) Drug 1: C1CC(C1)(C(=O)O)C(=O)O.[NH2-].[NH2-].[Pt+2]. Drug 2: C1C(C(OC1N2C=NC3=C2NC=NCC3O)CO)O. Cell line: SK-MEL-5. Synergy scores: CSS=20.6, Synergy_ZIP=-2.92, Synergy_Bliss=-5.02, Synergy_Loewe=-2.54, Synergy_HSA=-2.01. (2) Cell line: NCI-H226. Drug 1: CN1C(=O)N2C=NC(=C2N=N1)C(=O)N. Drug 2: C(CC(=O)O)C(=O)CN.Cl. Synergy scores: CSS=-3.89, Synergy_ZIP=0.577, Synergy_Bliss=-1.28, Synergy_Loewe=-4.00, Synergy_HSA=-4.37. (3) Drug 1: CC1=CC2C(CCC3(C2CCC3(C(=O)C)OC(=O)C)C)C4(C1=CC(=O)CC4)C. Drug 2: CCC1(CC2CC(C3=C(CCN(C2)C1)C4=CC=CC=C4N3)(C5=C(C=C6C(=C5)C78CCN9C7C(C=CC9)(C(C(C8N6C=O)(C(=O)OC)O)OC(=O)C)CC)OC)C(=O)OC)O.OS(=O)(=O)O. Cell line: SR. Synergy scores: CSS=85.2, Synergy_ZIP=21.1, Synergy_Bliss=21.3, Synergy_Loewe=-35.9, Synergy_HSA=21.6. (4) Cell line: SF-295. Drug 1: CC(CN1CC(=O)NC(=O)C1)N2CC(=O)NC(=O)C2. Synergy scores: CSS=27.3, Synergy_ZIP=-5.79, Synergy_Bliss=-0.871, Synergy_Loewe=-1.63, Synergy_HSA=-0.916. Drug 2: C1=NC2=C(N=C(N=C2N1C3C(C(C(O3)CO)O)O)F)N. (5) Synergy scores: CSS=5.03, Synergy_ZIP=-0.667, Synergy_Bliss=-6.24, Synergy_Loewe=-10.2, Synergy_HSA=-7.05. Drug 2: CC12CCC3C(C1CCC2OP(=O)(O)O)CCC4=C3C=CC(=C4)OC(=O)N(CCCl)CCCl.[Na+]. Cell line: HCC-2998. Drug 1: CC(CN1CC(=O)NC(=O)C1)N2CC(=O)NC(=O)C2. (6) Drug 1: C1CCC(CC1)NC(=O)N(CCCl)N=O. Drug 2: C1C(C(OC1N2C=C(C(=O)NC2=O)F)CO)O. Cell line: SK-OV-3. Synergy scores: CSS=44.6, Synergy_ZIP=3.54, Synergy_Bliss=7.11, Synergy_Loewe=-18.7, Synergy_HSA=8.75. (7) Drug 1: CC1=C2C(C(=O)C3(C(CC4C(C3C(C(C2(C)C)(CC1OC(=O)C(C(C5=CC=CC=C5)NC(=O)OC(C)(C)C)O)O)OC(=O)C6=CC=CC=C6)(CO4)OC(=O)C)OC)C)OC. Drug 2: C1=NC2=C(N=C(N=C2N1C3C(C(C(O3)CO)O)F)Cl)N. Cell line: SN12C. Synergy scores: CSS=70.8, Synergy_ZIP=6.84, Synergy_Bliss=6.71, Synergy_Loewe=10.3, Synergy_HSA=13.3. (8) Drug 1: CNC(=O)C1=CC=CC=C1SC2=CC3=C(C=C2)C(=NN3)C=CC4=CC=CC=N4. Drug 2: CC12CCC3C(C1CCC2OP(=O)(O)O)CCC4=C3C=CC(=C4)OC(=O)N(CCCl)CCCl.[Na+]. Cell line: OVCAR-4. Synergy scores: CSS=-1.99, Synergy_ZIP=-1.16, Synergy_Bliss=-6.15, Synergy_Loewe=-9.09, Synergy_HSA=-6.89.